This data is from Reaction yield outcomes from USPTO patents with 853,638 reactions. The task is: Predict the reaction yield, written as a fraction of the theoretical maximum amount of product (1.0 means a 100% yield; for example, 0.34 means a 34% yield). (1) The reactants are [NH2:1][C:2]1[N:7]=[C:6]([C:8]2[C:16]3[C:11](=[CH:12][CH:13]=[CH:14][CH:15]=3)[N:10]([CH2:17][C:18]3[CH:23]=[CH:22][CH:21]=[CH:20][C:19]=3[F:24])[N:9]=2)[N:5]=[C:4]([NH:25][C:26](=[O:28])[CH3:27])[CH:3]=1.Cl.Br[C:31]1[CH:36]=[CH:35][N:34]=[CH:33][CH:32]=1.CC1(C)C2C=CC=C(P(C3C=CC=CC=3)C3C=CC=CC=3)C=2OC2C1=CC=CC=2P(C1C=CC=CC=1)C1C=CC=CC=1.C(=O)([O-])[O-].[Cs+].[Cs+].Cl. The catalyst is CN(C)C=O.O.C([O-])(=O)C.[Pd+2].C([O-])(=O)C. The product is [F:24][C:19]1[CH:20]=[CH:21][CH:22]=[CH:23][C:18]=1[CH2:17][N:10]1[C:11]2[C:16](=[CH:15][CH:14]=[CH:13][CH:12]=2)[C:8]([C:6]2[N:5]=[C:4]([NH:25][C:26](=[O:28])[CH3:27])[CH:3]=[C:2]([NH:1][C:31]3[CH:36]=[CH:35][N:34]=[CH:33][CH:32]=3)[N:7]=2)=[N:9]1. The yield is 0.387. (2) The yield is 0.790. The catalyst is C(Cl)Cl. The reactants are [Cl:1][C:2]1[CH:7]=[CH:6][C:5]([C:8]2[C:12]3[CH2:13][NH:14][CH2:15][CH2:16][C:11]=3[N:10]([CH2:17][CH:18]([OH:34])[CH2:19][N:20]3[CH2:25][CH2:24][N:23]([C:26]4[CH:33]=[CH:32][CH:31]=[CH:30][C:27]=4[C:28]#[N:29])[CH2:22][CH2:21]3)[N:9]=2)=[CH:4][C:3]=1[CH3:35].Cl[C:37](=[O:42])[C:38]([O:40][CH3:41])=[O:39].CO.C(Cl)Cl. The product is [CH3:41][O:40][C:38](=[O:39])[C:37]([N:14]1[CH2:15][CH2:16][C:11]2[N:10]([CH2:17][CH:18]([OH:34])[CH2:19][N:20]3[CH2:25][CH2:24][N:23]([C:26]4[CH:33]=[CH:32][CH:31]=[CH:30][C:27]=4[C:28]#[N:29])[CH2:22][CH2:21]3)[N:9]=[C:8]([C:5]3[CH:6]=[CH:7][C:2]([Cl:1])=[C:3]([CH3:35])[CH:4]=3)[C:12]=2[CH2:13]1)=[O:42]. (3) The reactants are [NH2:1][C:2]1[N:7]=[C:6]([NH:8][C:9]2[CH:10]=[C:11]([NH:15][C:16](=[O:26])[C:17]3[CH:22]=[CH:21][C:20]([N+:23]([O-])=O)=[CH:19][CH:18]=3)[CH:12]=[CH:13][CH:14]=2)[CH:5]=[C:4]([CH3:27])[N:3]=1.CCO.Cl. The product is [NH2:23][C:20]1[CH:21]=[CH:22][C:17]([C:16]([NH:15][C:11]2[CH:12]=[CH:13][CH:14]=[C:9]([NH:8][C:6]3[CH:5]=[C:4]([CH3:27])[N:3]=[C:2]([NH2:1])[N:7]=3)[CH:10]=2)=[O:26])=[CH:18][CH:19]=1. The catalyst is [Fe].O. The yield is 0.120. (4) The reactants are [C:1]([O:5][C:6](=[O:25])[NH:7][C@@H:8]1[CH2:12][CH2:11][N:10]([S:13]([C:16]2[C:21]([Cl:22])=[CH:20][CH:19]=[C:18]([NH2:23])[C:17]=2[OH:24])(=[O:15])=[O:14])[CH2:9]1)([CH3:4])([CH3:3])[CH3:2].[Cl:26][C:27]1[C:28](=[O:33])[C:29](=[O:32])[C:30]=1Cl. The catalyst is C1COCC1. The product is [C:1]([O:5][C:6](=[O:25])[NH:7][C@@H:8]1[CH2:12][CH2:11][N:10]([S:13]([C:16]2[C:21]([Cl:22])=[CH:20][CH:19]=[C:18]([NH:23][C:30]3[C:29](=[O:32])[C:28](=[O:33])[C:27]=3[Cl:26])[C:17]=2[OH:24])(=[O:14])=[O:15])[CH2:9]1)([CH3:4])([CH3:2])[CH3:3]. The yield is 0.820. (5) The reactants are CC(C)([O-])C.[K+].O[C@@:8]([CH3:37])([CH2:21][O:22][C:23]1[CH:28]=[CH:27][CH:26]=[C:25]([C:29]2[C:33]3[S:34][CH:35]=[CH:36][C:32]=3[O:31][N:30]=2)[CH:24]=1)[CH2:9][O:10]S(C1C=CC(C)=CC=1)(=O)=O.C. The catalyst is O1CCCC1. The product is [CH3:37][C@:8]1([CH2:21][O:22][C:23]2[CH:24]=[C:25]([C:29]3[C:33]4[S:34][CH:35]=[CH:36][C:32]=4[O:31][N:30]=3)[CH:26]=[CH:27][CH:28]=2)[CH2:9][O:10]1. The yield is 0.870. (6) The reactants are C[N:2](C)/[CH:3]=[CH:4]/[C:5]1[CH:14]=[C:13]([N+:15]([O-:17])=[O:16])[CH:12]=[CH:11][C:6]=1[C:7](OC)=[O:8].N.C(O)CO. No catalyst specified. The product is [N+:15]([C:13]1[CH:14]=[C:5]2[C:6](=[CH:11][CH:12]=1)[C:7](=[O:8])[NH:2][CH:3]=[CH:4]2)([O-:17])=[O:16]. The yield is 0.850. (7) The reactants are CON(C)[C:4]([C:6]1[CH:7]=[C:8]2[C:13](=[CH:14][CH:15]=1)[N:12]=[CH:11][CH:10]=[CH:9]2)=[O:5].[CH3:17][Mg+].[Br-].[NH4+].[Cl-]. The catalyst is C1COCC1. The product is [N:12]1[C:13]2[C:8](=[CH:7][C:6]([C:4](=[O:5])[CH3:17])=[CH:15][CH:14]=2)[CH:9]=[CH:10][CH:11]=1. The yield is 0.970. (8) The reactants are [NH2:1][C:2]1[CH:17]=[CH:16][C:15]([Br:18])=[CH:14][C:3]=1[C:4]([NH:6][C:7]1[CH:12]=[CH:11][CH:10]=[CH:9][C:8]=1[Cl:13])=[O:5].[Cl:19][CH2:20][C:21](Cl)=O. The catalyst is C(O)(=O)C. The product is [Br:18][C:15]1[CH:14]=[C:3]2[C:2](=[CH:17][CH:16]=1)[N:1]=[C:21]([CH2:20][Cl:19])[N:6]([C:7]1[CH:12]=[CH:11][CH:10]=[CH:9][C:8]=1[Cl:13])[C:4]2=[O:5]. The yield is 0.830. (9) The reactants are C([O:3][C:4]([C:6]1[N:7]=[C:8](I)[O:9][C:10]=1[C:11]1[CH:16]=[CH:15][C:14]([N:17]2[CH2:22][CH2:21][N:20]([C:23]([O:25][C:26]([CH3:29])([CH3:28])[CH3:27])=[O:24])[CH2:19][CH2:18]2)=[CH:13][CH:12]=1)=[O:5])C.[NH2:31][C:32]1[CH:33]=[N:34][N:35](C(OC(C)(C)C)=O)[CH:36]=1.C(=O)([O-])[O-].[Cs+].[Cs+].CC1(C)C2C=CC=C(P(C3C=CC=CC=3)C3C=CC=CC=3)C=2OC2C1=CC=CC=2P(C1C=CC=CC=1)C1C=CC=CC=1. The catalyst is CC(O)(C)C.O1CCOCC1.C1C=CC(/C=C/C(/C=C/C2C=CC=CC=2)=O)=CC=1.C1C=CC(/C=C/C(/C=C/C2C=CC=CC=2)=O)=CC=1.C1C=CC(/C=C/C(/C=C/C2C=CC=CC=2)=O)=CC=1.[Pd].[Pd]. The product is [NH:34]1[CH:33]=[C:32]([NH:31][C:8]2[O:9][C:10]([C:11]3[CH:16]=[CH:15][C:14]([N:17]4[CH2:22][CH2:21][N:20]([C:23]([O:25][C:26]([CH3:29])([CH3:27])[CH3:28])=[O:24])[CH2:19][CH2:18]4)=[CH:13][CH:12]=3)=[C:6]([C:4]([OH:3])=[O:5])[N:7]=2)[CH:36]=[N:35]1. The yield is 0.260.